From a dataset of Full USPTO retrosynthesis dataset with 1.9M reactions from patents (1976-2016). Predict the reactants needed to synthesize the given product. (1) Given the product [Br:19][C:13]1[CH:14]=[CH:15][C:16]([Br:18])=[CH:17][C:12]=1[S:9]([NH:8][C@@H:6]1[CH2:7][C@H:3]([CH2:2][N:1]([CH2:38][CH2:37][CH3:39])[CH2:27][CH2:28][CH3:29])[N:4]([C:20]#[N:43])[CH2:5]1)(=[O:10])=[O:11], predict the reactants needed to synthesize it. The reactants are: [NH2:1][CH2:2][C@H:3]1[CH2:7][C@@H:6]([NH:8][S:9]([C:12]2[CH:17]=[C:16]([Br:18])[CH:15]=[CH:14][C:13]=2[Br:19])(=[O:11])=[O:10])[CH2:5][N:4]1[C:20](OC(C)(C)C)=O.[CH:27](=O)[CH2:28][CH3:29].[BH4-].[Na+].Cl.CCN(C(C)C)[CH:37]([CH3:39])[CH3:38].[N:43]#CBr.C(O)C(N)(CO)CO. (2) Given the product [Cl:23][C:19]1[CH:18]=[C:17]([C:13]2[CH:14]=[C:15]([OH:16])[C:10]([C:8]([NH:7][C:4]([CH3:5])([CH3:6])[C:3]([OH:24])=[O:2])=[O:9])=[N:11][CH:12]=2)[CH:22]=[CH:21][CH:20]=1, predict the reactants needed to synthesize it. The reactants are: C[O:2][C:3](=[O:24])[C:4]([NH:7][C:8]([C:10]1[C:15]([OH:16])=[CH:14][C:13]([C:17]2[CH:22]=[CH:21][CH:20]=[C:19]([Cl:23])[CH:18]=2)=[CH:12][N:11]=1)=[O:9])([CH3:6])[CH3:5].[Li+].[OH-].O. (3) Given the product [Br:1][C:2]1[CH:7]=[C:6]([C:8]#[C:9][C:15]2[CH:14]=[CH:13][C:12]([F:11])=[CH:21][C:16]=2[C:17]([O:19][CH3:20])=[O:18])[CH:5]=[CH:4][C:3]=1[F:10], predict the reactants needed to synthesize it. The reactants are: [Br:1][C:2]1[CH:7]=[C:6]([C:8]#[CH:9])[CH:5]=[CH:4][C:3]=1[F:10].[F:11][C:12]1[CH:13]=[CH:14][C:15](I)=[C:16]([CH:21]=1)[C:17]([O:19][CH3:20])=[O:18].C(N(CC)CC)C. (4) Given the product [CH2:16]([O:17][C:18]1[N:19]=[CH:20][C:21]([CH2:24][CH2:25][N:6]2[C:7]3[CH:8]=[CH:9][C:10]([CH3:13])=[CH:11][C:12]=3[C:4]3[CH2:3][N:2]([CH3:1])[CH2:15][CH2:14][C:5]2=3)=[CH:22][CH:23]=1)[CH3:28], predict the reactants needed to synthesize it. The reactants are: [CH3:1][N:2]1[CH2:15][CH2:14][C:5]2[NH:6][C:7]3[CH:8]=[CH:9][C:10]([CH3:13])=[CH:11][C:12]=3[C:4]=2[CH2:3]1.[CH3:16][O:17][C:18]1[CH:23]=[CH:22][C:21]([CH:24]=[CH2:25])=[CH:20][N:19]=1.[OH-].[K+].[CH3:28]N1C(=O)CCC1.